Dataset: Reaction yield outcomes from USPTO patents with 853,638 reactions. Task: Predict the reaction yield, written as a fraction of the theoretical maximum amount of product (1.0 means a 100% yield; for example, 0.34 means a 34% yield). (1) The reactants are C1C2C(COC([NH:18][C:19]([CH3:69])([C:21]([NH:23][C@H:24]([C:28]([N:30]([C@@H:32]([C@@H:65]([CH3:68])[CH2:66][CH3:67])[C@H:33]([O:63][CH3:64])[CH2:34][C:35]([N:37]3[CH2:41][CH2:40][CH2:39][C@H:38]3[C@H:42]([O:61][CH3:62])[C@@H:43]([CH3:60])[C:44](=[O:59])[NH:45][C@H:46]([C:54]3[S:55][CH:56]=[CH:57][N:58]=3)[CH2:47][C:48]3[CH:53]=[CH:52][CH:51]=[CH:50][CH:49]=3)=[O:36])[CH3:31])=[O:29])[CH:25]([CH3:27])[CH3:26])=[O:22])[CH3:20])=O)C3C(=CC=CC=3)C=2C=CC=1. The catalyst is ClCCl. The product is [CH3:20][C:19]([C:21]([NH:23][C@H:24]([C:28]([N:30]([C@@H:32]([C@@H:65]([CH3:68])[CH2:66][CH3:67])[C@H:33]([O:63][CH3:64])[CH2:34][C:35]([N:37]1[CH2:41][CH2:40][CH2:39][C@H:38]1[C@H:42]([O:61][CH3:62])[C@@H:43]([CH3:60])[C:44](=[O:59])[NH:45][C@H:46]([C:54]1[S:55][CH:56]=[CH:57][N:58]=1)[CH2:47][C:48]1[CH:53]=[CH:52][CH:51]=[CH:50][CH:49]=1)=[O:36])[CH3:31])=[O:29])[CH:25]([CH3:27])[CH3:26])=[O:22])([CH3:69])[NH2:18]. The yield is 0.750. (2) The reactants are [CH2:1]([N:3]1[C:8]2[N:9]=[C:10]([NH:13][C:14]3[CH:19]=[CH:18][C:17]([N:20]4[CH2:25][CH2:24][N:23]([CH3:26])[CH2:22][CH2:21]4)=[CH:16][CH:15]=3)[N:11]=[CH:12][C:7]=2[CH:6]=[C:5](B(O)O)[C:4]1=[O:30])[CH3:2].Br[C:32]1[S:36][C:35]([C:37]2[S:38][CH:39]=[CH:40][CH:41]=2)=[CH:34][CH:33]=1.C(=O)([O-])[O-].[Na+].[Na+]. The catalyst is C1C=CC([P]([Pd]([P](C2C=CC=CC=2)(C2C=CC=CC=2)C2C=CC=CC=2)([P](C2C=CC=CC=2)(C2C=CC=CC=2)C2C=CC=CC=2)[P](C2C=CC=CC=2)(C2C=CC=CC=2)C2C=CC=CC=2)(C2C=CC=CC=2)C2C=CC=CC=2)=CC=1.C(COC)OC.O. The product is [S:36]1[C:32]([C:5]2[C:4](=[O:30])[N:3]([CH2:1][CH3:2])[C:8]3[N:9]=[C:10]([NH:13][C:14]4[CH:19]=[CH:18][C:17]([N:20]5[CH2:25][CH2:24][N:23]([CH3:26])[CH2:22][CH2:21]5)=[CH:16][CH:15]=4)[N:11]=[CH:12][C:7]=3[CH:6]=2)=[CH:33][CH:34]=[C:35]1[C:37]1[S:38][CH:39]=[CH:40][CH:41]=1. The yield is 0.330. (3) The reactants are [CH2:1]([O:3][C:4]([CH:6]1[CH2:15][CH2:14][C:9]2([O:13][CH2:12][CH2:11][O:10]2)[CH2:8][CH2:7]1)=[O:5])[CH3:2].[CH:16]([N-:19]C(C)C)(C)[CH3:17].[Li+].BrCC#N.Cl. The catalyst is C1COCC1. The product is [CH2:1]([O:3][C:4]([C:6]1([CH2:17][C:16]#[N:19])[CH2:15][CH2:14][C:9]2([O:10][CH2:11][CH2:12][O:13]2)[CH2:8][CH2:7]1)=[O:5])[CH3:2]. The yield is 0.450. (4) The reactants are [Cl:1][C:2]1[C:3]([F:21])=[C:4]2[CH:10]=[CH:9][N:8]([Si](C(C)C)(C(C)C)C(C)C)[C:5]2=[N:6][CH:7]=1.CCCC[N+](CCCC)(CCCC)CCCC.[F-].C(Cl)Cl. The catalyst is C1COCC1. The product is [Cl:1][C:2]1[C:3]([F:21])=[C:4]2[CH:10]=[CH:9][NH:8][C:5]2=[N:6][CH:7]=1. The yield is 0.890. (5) The reactants are [CH2:1]([N:3]([CH2:14][CH3:15])[C:4]([CH:6]1[CH2:11][CH2:10][CH2:9][CH:8](Br)[C:7]1=O)=[O:5])[CH3:2].[F:16][CH2:17][CH2:18][NH:19][C:20]1[CH:25]=[CH:24][CH:23]=[C:22]([F:26])[CH:21]=1. The catalyst is CC(O)C.[Cl-].[Zn+2].[Cl-]. The product is [CH2:1]([N:3]([CH2:14][CH3:15])[C:4]([CH:6]1[C:7]2[C:25]3[C:20](=[CH:21][C:22]([F:26])=[CH:23][CH:24]=3)[N:19]([CH2:18][CH2:17][F:16])[C:8]=2[CH2:9][CH2:10][CH2:11]1)=[O:5])[CH3:2].[CH2:1]([N:3]([CH2:14][CH3:15])[C:4]([CH:6]1[C:7]2[C:21]3[C:20](=[CH:25][CH:24]=[CH:23][C:22]=3[F:26])[N:19]([CH2:18][CH2:17][F:16])[C:8]=2[CH2:9][CH2:10][CH2:11]1)=[O:5])[CH3:2]. The yield is 0.0600. (6) The reactants are [NH2:1][C:2]1[CH:7]=[CH:6][C:5]([C:8]2[CH:16]=[C:15]3[C:11]([CH2:12][N:13]([C@@H:18]([CH:23]([CH3:25])[CH3:24])[C:19]([O:21][CH3:22])=[O:20])[C:14]3=[O:17])=[CH:10][CH:9]=2)=[CH:4][CH:3]=1.[O:26]([C:33]1[CH:38]=[CH:37][C:36]([N:39]=[C:40]=[O:41])=[CH:35][CH:34]=1)[C:27]1[CH:32]=[CH:31][CH:30]=[CH:29][CH:28]=1. No catalyst specified. The product is [CH3:24][CH:23]([CH3:25])[C@H:18]([N:13]1[CH2:12][C:11]2[C:15](=[CH:16][C:8]([C:5]3[CH:4]=[CH:3][C:2]([NH:1][C:40]([NH:39][C:36]4[CH:37]=[CH:38][C:33]([O:26][C:27]5[CH:28]=[CH:29][CH:30]=[CH:31][CH:32]=5)=[CH:34][CH:35]=4)=[O:41])=[CH:7][CH:6]=3)=[CH:9][CH:10]=2)[C:14]1=[O:17])[C:19]([O:21][CH3:22])=[O:20]. The yield is 0.980. (7) The catalyst is CO. The yield is 0.570. The product is [CH3:1][N:2]([S:30]([C:33]1[S:34][CH:35]=[CH:36][CH:37]=1)(=[O:32])=[O:31])[C:3]1[CH:4]=[CH:5][CH:6]=[C:7]2[C:11]=1[NH:10][C:9]([C:12]1[S:13][C:14]([CH2:17][N:18]3[CH2:19][CH2:20][N:21]([CH2:24][C:25]([OH:27])=[O:26])[CH2:22][CH2:23]3)=[CH:15][N:16]=1)=[CH:8]2. The reactants are [CH3:1][N:2]([S:30]([C:33]1[S:34][CH:35]=[CH:36][CH:37]=1)(=[O:32])=[O:31])[C:3]1[CH:4]=[CH:5][CH:6]=[C:7]2[C:11]=1[NH:10][C:9]([C:12]1[S:13][C:14]([CH2:17][N:18]3[CH2:23][CH2:22][N:21]([CH2:24][C:25]([O:27]CC)=[O:26])[CH2:20][CH2:19]3)=[CH:15][N:16]=1)=[CH:8]2.O1CCCC1.[OH-].[Na+].[Cl-].[NH4+]. (8) The reactants are [O:1]1[C@H:5]2[O:6][CH2:7][CH2:8][C@H:4]2[C@@H:3]([OH:9])[CH2:2]1.C(N(CC)CC)C.[C:17](=O)([O:26]N1C(=O)CCC1=O)[O:18][N:19]1[C:23](=[O:24])[CH2:22][CH2:21][C:20]1=[O:25]. The catalyst is C(#N)C. The product is [O:1]1[C@H:5]2[O:6][CH2:7][CH2:8][C@H:4]2[C@@H:3]([O:9][C:17]([O:18][N:19]2[C:23](=[O:24])[CH2:22][CH2:21][C:20]2=[O:25])=[O:26])[CH2:2]1. The yield is 0.399. (9) The reactants are [CH3:1][C:2]1([CH3:16])[C:11]2[C:6](=[CH:7][CH:8]=[C:9]([CH3:12])[CH:10]=2)[C:5]([CH3:14])([CH3:13])[CH2:4][C:3]1=[O:15].[Cl-].[Al+3].[Cl-].[Cl-].[Br:21]Br. The catalyst is C(Cl)Cl. The product is [Br:21][C:8]1[CH:7]=[C:6]2[C:11](=[CH:10][C:9]=1[CH3:12])[C:2]([CH3:16])([CH3:1])[C:3](=[O:15])[CH2:4][C:5]2([CH3:14])[CH3:13]. The yield is 1.00. (10) The product is [CH3:13][O:14][C:15](=[O:26])[CH:16]([C:17]1[CH:22]=[CH:21][C:20]([S:23][CH3:24])=[C:19]([Br:25])[CH:18]=1)[CH2:28][CH:29]1[CH2:33][CH2:32][CH2:31][CH2:30]1. The catalyst is O1CCCC1.CN1CCCN(C)C1=O. The reactants are C(NC(C)C)(C)C.C([Li])CCC.[CH3:13][O:14][C:15](=[O:26])[CH2:16][C:17]1[CH:22]=[CH:21][C:20]([S:23][CH3:24])=[C:19]([Br:25])[CH:18]=1.I[CH2:28][CH:29]1[CH2:33][CH2:32][CH2:31][CH2:30]1. The yield is 0.570.